This data is from Forward reaction prediction with 1.9M reactions from USPTO patents (1976-2016). The task is: Predict the product of the given reaction. (1) Given the reactants [C:1]1([CH2:7][C:8](Cl)=[O:9])[CH:6]=[CH:5][CH:4]=[CH:3][CH:2]=1.[S-:11][C:12]#[N:13].[K+].[NH2:15][C:16]1[CH:21]=[C:20]([O:22][C:23]2[CH:28]=[CH:27][C:26]([NH2:29])=[C:25]([O:30][CH3:31])[CH:24]=2)[CH:19]=[CH:18][N:17]=1, predict the reaction product. The product is: [NH2:15][C:16]1[CH:21]=[C:20]([O:22][C:23]2[CH:28]=[CH:27][C:26]([NH:29][C:12]([NH:13][C:8](=[O:9])[CH2:7][C:1]3[CH:6]=[CH:5][CH:4]=[CH:3][CH:2]=3)=[S:11])=[C:25]([O:30][CH3:31])[CH:24]=2)[CH:19]=[CH:18][N:17]=1. (2) Given the reactants ClC1C(CCCl)=CN=C([NH:11][C:12]2[C:17]([CH3:18])=[CH:16][C:15]([CH3:19])=[CH:14][C:13]=2[CH3:20])N=1.[CH2:21]([CH:24]([NH2:28])[CH2:25][CH2:26][CH3:27])[CH2:22][CH3:23].[CH2:29]([CH:31]([NH2:35])[CH2:32][CH2:33][CH3:34])C.[CH3:36][N:37]1CCC[C:38]1=O, predict the reaction product. The product is: [CH3:29][C:31]1[C:32]2[CH2:33][CH2:34][N:28]([CH:24]([CH2:25][CH2:26][CH3:27])[CH2:21][CH2:22][CH3:23])[C:36]=2[N:37]=[C:38]([C:15]2([CH3:19])[CH:14]=[C:13]([CH3:20])[C:12]([NH2:11])=[C:17]([CH3:18])[CH2:16]2)[N:35]=1. (3) Given the reactants [CH2:1]1[C:9]2[C:4](=[CH:5][CH:6]=[CH:7][CH:8]=2)[CH2:3][CH:2]1[CH2:10][NH:11][C:12](=[O:15])[CH2:13][CH3:14].OS(O)(=O)=O.[N+:21]([O-])([OH:23])=[O:22].O, predict the reaction product. The product is: [N+:21]([C:6]1[CH:5]=[C:4]2[C:9](=[CH:8][CH:7]=1)[CH2:1][CH:2]([CH2:10][NH:11][C:12](=[O:15])[CH2:13][CH3:14])[CH2:3]2)([O-:23])=[O:22]. (4) The product is: [Cl:12][C:3]1[C:2]([CH3:1])=[CH:10][C:9]([CH3:11])=[CH:8][C:4]=1[C:5]([Cl:7])=[O:6]. Given the reactants [CH3:1][C:2]1[CH:3]=[C:4]([CH:8]=[C:9]([CH3:11])[CH:10]=1)[C:5]([Cl:7])=[O:6].[Cl:12]Cl, predict the reaction product. (5) Given the reactants [CH3:1][N:2]([CH3:16])[N:3]=[CH:4][C:5]1[CH:13]=[CH:12][CH:11]=[C:10]2[C:6]=1[C:7](=[O:15])O[C:9]2=[O:14].Cl.[NH2:18][CH:19]1[CH2:24][CH2:23][C:22](=[O:25])[NH:21][C:20]1=[O:26].C(O)(=O)C.N1C=CN=C1, predict the reaction product. The product is: [CH3:16][N:2]([CH3:1])[N:3]=[CH:4][C:5]1[CH:13]=[CH:12][CH:11]=[C:10]2[C:6]=1[C:7](=[O:15])[N:18]([CH:19]1[CH2:24][CH2:23][C:22](=[O:25])[NH:21][C:20]1=[O:26])[C:9]2=[O:14].